From a dataset of Forward reaction prediction with 1.9M reactions from USPTO patents (1976-2016). Predict the product of the given reaction. (1) Given the reactants [O:1]1[CH:5]=[CH:4][N:3]=[C:2]1[CH:6]([CH:8]1[CH2:17][CH2:16][C:15]2[C:10](=[CH:11][CH:12]=[CH:13][CH:14]=2)[CH2:9]1)[OH:7].[CH3:18][C:19]([Si:22](Cl)([CH3:24])[CH3:23])([CH3:21])[CH3:20].N1C=CN=C1, predict the reaction product. The product is: [Si:22]([O:7][CH:6]([CH:8]1[CH2:17][CH2:16][C:15]2[C:10](=[CH:11][CH:12]=[CH:13][CH:14]=2)[CH2:9]1)[C:2]1[O:1][CH:5]=[CH:4][N:3]=1)([C:19]([CH3:21])([CH3:20])[CH3:18])([CH3:24])[CH3:23]. (2) Given the reactants Br[C:2]1[CH:11]=[CH:10][C:9]2[C:4](=[CH:5][CH:6]=[CH:7][CH:8]=2)[CH:3]=1.[Li]CCCC.[CH2:17]([O:24][C:25]1[CH:30]=[CH:29][C:28]([C:31]2[CH:39]=[C:38]3[C:34]([C:35](I)=[N:36][N:37]3[S:40]([C:43]3[C:48]([CH3:49])=[CH:47][C:46]([CH3:50])=[CH:45][C:44]=3[CH3:51])(=[O:42])=[O:41])=[CH:33][CH:32]=2)=[CH:27][C:26]=1[O:53][CH3:54])[C:18]1[CH:23]=[CH:22][CH:21]=[CH:20][CH:19]=1.C(=O)(O)[O-].[Na+], predict the reaction product. The product is: [CH2:17]([O:24][C:25]1[CH:30]=[CH:29][C:28]([C:31]2[CH:39]=[C:38]3[C:34]([C:35]([C:2]4[CH:11]=[CH:10][C:9]5[C:4](=[CH:5][CH:6]=[CH:7][CH:8]=5)[CH:3]=4)=[N:36][N:37]3[S:40]([C:43]3[C:48]([CH3:49])=[CH:47][C:46]([CH3:50])=[CH:45][C:44]=3[CH3:51])(=[O:42])=[O:41])=[CH:33][CH:32]=2)=[CH:27][C:26]=1[O:53][CH3:54])[C:18]1[CH:23]=[CH:22][CH:21]=[CH:20][CH:19]=1. (3) The product is: [CH2:38]([C:39]1[O:1][N:2]=[C:3]([C@@H:5]2[CH2:9][C@H:8]([C:10]3[CH:11]=[CH:12][CH:13]=[CH:14][CH:15]=3)[CH2:7][N:6]2[C:16]([O:18][C:19]([CH3:22])([CH3:21])[CH3:20])=[O:17])[N:4]=1)[C:32]1[CH:37]=[CH:36][CH:35]=[CH:34][CH:33]=1. Given the reactants [OH:1]/[N:2]=[C:3](/[C@@H:5]1[CH2:9][C@H:8]([C:10]2[CH:15]=[CH:14][CH:13]=[CH:12][CH:11]=2)[CH2:7][N:6]1[C:16]([O:18][C:19]([CH3:22])([CH3:21])[CH3:20])=[O:17])\[NH2:4].CCN(C(C)C)C(C)C.[C:32]1([CH2:38][C:39](Cl)=O)[CH:37]=[CH:36][CH:35]=[CH:34][CH:33]=1, predict the reaction product. (4) Given the reactants [O:1]1[C:5]2[CH:6]=[CH:7][CH:8]=[CH:9][C:4]=2[C:3]([C:10]([OH:12])=O)=[N:2]1.[C:13]([O:17][C:18]([N:20]1[C@H:27]([CH2:28][NH2:29])[CH2:26][C@H:25]2[C@@H:21]1[CH2:22][CH2:23][CH2:24]2)=[O:19])([CH3:16])([CH3:15])[CH3:14], predict the reaction product. The product is: [C:13]([O:17][C:18]([N:20]1[C@H:27]([CH2:28][NH:29][C:10]([C:3]2[C:4]3[CH:9]=[CH:8][CH:7]=[CH:6][C:5]=3[O:1][N:2]=2)=[O:12])[CH2:26][C@H:25]2[C@@H:21]1[CH2:22][CH2:23][CH2:24]2)=[O:19])([CH3:16])([CH3:15])[CH3:14]. (5) The product is: [CH3:24][CH2:25][CH:26]([CH2:28][CH:29]([CH2:31][CH2:32][CH2:33][CH2:34][CH2:35][CH2:36][CH2:37][CH2:38][C:39]([NH:41][C@@H:42]1[C:73](=[O:74])[NH:72][C@@H:71]([C@H:75]([OH:77])[CH3:76])[C:69](=[O:70])[N:68]2[C@@H:64]([CH2:65][C@@H:66]([OH:78])[CH2:67]2)[C:62](=[O:63])[NH:61][C@@H:60]([C@H:79]([OH:89])[C@@H:80]([OH:88])[C:81]2[CH:86]=[CH:85][C:84]([OH:87])=[CH:83][CH:82]=2)[C:58](=[O:59])[NH:57][C@@H:56]([C@H:90]([OH:95])[CH2:91][CH2:92][NH2:94])[C:54](=[O:55])[N:53]2[C@@H:49]([C@@H:50]([OH:96])[CH2:51][CH2:52]2)[C:47](=[O:48])[NH:46][C@H:45]([NH:22][CH2:21][CH2:20][NH2:23])[C@H:44]([OH:98])[CH2:43]1)=[O:40])[CH3:30])[CH3:27]. Given the reactants COC1C=CC(S)=CC=1.B([O-])([O-])OC1C=CC=CC=1.[CH2:20]([NH2:23])[CH2:21][NH2:22].[CH3:24][CH2:25][CH:26]([CH2:28][CH:29]([CH2:31][CH2:32][CH2:33][CH2:34][CH2:35][CH2:36][CH2:37][CH2:38][C:39]([NH:41][C@@H:42]1[C:73](=[O:74])[NH:72][C@@H:71]([C@H:75]([OH:77])[CH3:76])[C:69](=[O:70])[N:68]2[C@@H:64]([CH2:65][C@@H:66]([OH:78])[CH2:67]2)[C:62](=[O:63])[NH:61][C@@H:60]([C@H:79]([OH:89])[C@@H:80]([OH:88])[C:81]2[CH:86]=[CH:85][C:84]([OH:87])=[CH:83][CH:82]=2)[C:58](=[O:59])[NH:57][C@@H:56]([C@H:90]([OH:95])[CH2:91][C:92]([NH2:94])=O)[C:54](=[O:55])[N:53]2[C@@H:49]([C@@H:50]([OH:96])[CH2:51][CH2:52]2)[C:47](=[O:48])[NH:46][C@H:45](O)[C@H:44]([OH:98])[CH2:43]1)=[O:40])[CH3:30])[CH3:27], predict the reaction product. (6) Given the reactants F[C:2]1[CH:7]=[CH:6][C:5]([F:8])=[CH:4][C:3]=1[N+:9]([O-:11])=[O:10].[CH3:12][C:13]([OH:17])([CH2:15][NH2:16])[CH3:14].C(N(C(C)C)CC)(C)C, predict the reaction product. The product is: [CH3:12][C:13]([OH:17])([CH3:14])[CH2:15][NH:16][C:2]1[CH:7]=[CH:6][C:5]([F:8])=[CH:4][C:3]=1[N+:9]([O-:11])=[O:10].